From a dataset of Reaction yield outcomes from USPTO patents with 853,638 reactions. Predict the reaction yield, written as a fraction of the theoretical maximum amount of product (1.0 means a 100% yield; for example, 0.34 means a 34% yield). (1) The reactants are CN(C)C=O.[F:6][C:7]([F:16])([F:15])[C:8]1[CH:13]=[CH:12][CH:11]=[CH:10][C:9]=1[OH:14].Br[CH2:18][C:19]([O:21][CH2:22][CH3:23])=[O:20].C(=O)([O-])[O-].[K+].[K+]. The catalyst is O. The product is [C:19]([O:21][CH2:22][CH2:23][O:14][C:9]1[CH:10]=[CH:11][CH:12]=[CH:13][C:8]=1[C:7]([F:15])([F:16])[F:6])(=[O:20])[CH3:18]. The yield is 1.00. (2) The product is [Cl:21][C:15]1[CH:16]=[C:17]([Cl:20])[CH:18]=[CH:19][C:14]=1[CH:5]1[N:6]=[C:7]([C:9]2[S:10][CH:11]=[CH:12][N:13]=2)[NH:8][C:3]([CH2:2][N:28]2[CH2:33][CH2:32][O:31][CH2:30][CH:29]2[CH:34]([CH3:38])[C:35]([OH:37])=[O:36])=[C:4]1[C:22]([O:24][CH2:25][CH3:26])=[O:23]. The reactants are Br[CH2:2][C:3]1[NH:8][C:7]([C:9]2[S:10][CH:11]=[CH:12][N:13]=2)=[N:6][CH:5]([C:14]2[CH:19]=[CH:18][C:17]([Cl:20])=[CH:16][C:15]=2[Cl:21])[C:4]=1[C:22]([O:24][CH2:25][CH3:26])=[O:23].Cl.[NH:28]1[CH2:33][CH2:32][O:31][CH2:30][CH:29]1[CH:34]([CH3:38])[C:35]([OH:37])=[O:36]. The yield is 0.400. No catalyst specified. (3) The reactants are [CH2:1]([O:8][C:9]([N:11]1[CH2:19][C:18]2[C:13](=[CH:14][CH:15]=[C:16]([CH2:20]OS(C)(=O)=O)[CH:17]=2)[CH2:12]1)=[O:10])[C:2]1[CH:7]=[CH:6][CH:5]=[CH:4][CH:3]=1.C([O-])([O-])=O.[K+].[K+].[CH3:32][N:33]1[CH2:38][CH2:37][NH:36][CH2:35][CH2:34]1.[ClH:39].CO. The catalyst is CC(C)=O. The product is [ClH:39].[ClH:39].[CH2:1]([O:8][C:9]([N:11]1[CH2:19][C:18]2[C:13](=[CH:14][CH:15]=[C:16]([CH2:20][N:36]3[CH2:37][CH2:38][N:33]([CH3:32])[CH2:34][CH2:35]3)[CH:17]=2)[CH2:12]1)=[O:10])[C:2]1[CH:7]=[CH:6][CH:5]=[CH:4][CH:3]=1. The yield is 0.650.